From a dataset of Forward reaction prediction with 1.9M reactions from USPTO patents (1976-2016). Predict the product of the given reaction. (1) The product is: [CH3:26][N:5]([CH3:4])[S:6]([N:9]1[CH:13]=[C:12]([CH2:14][C:15]([CH3:19])([CH3:18])[CH2:16][CH3:17])[N:11]=[C:10]1[CH2:20][CH2:21][C:22]([OH:24])=[O:23])(=[O:7])=[O:8]. Given the reactants O.[OH-].[Li+].[CH3:4][N:5]([CH3:26])[S:6]([N:9]1[CH:13]=[C:12]([CH2:14][C:15]([CH3:19])([CH3:18])[CH2:16][CH3:17])[N:11]=[C:10]1[CH2:20][CH2:21][C:22]([O:24]C)=[O:23])(=[O:8])=[O:7], predict the reaction product. (2) The product is: [NH2:25][C:11]1[N:12]=[CH:13][C:14]([C:27]2[C:28]([CH3:45])=[N:29][N:30]([CH:32]3[CH2:33][CH2:34][N:35]([C:38]([O:40][C:41]([CH3:43])([CH3:42])[CH3:44])=[O:39])[CH2:36][CH2:37]3)[CH:31]=2)=[CH:15][C:10]=1[C:2]1[O:1][C:5]2[CH:6]=[CH:7][CH:8]=[CH:9][C:4]=2[N:3]=1. Given the reactants [O:1]1[C:5]2[CH:6]=[CH:7][CH:8]=[CH:9][C:4]=2[N:3]=[C:2]1[C:10]1[C:11]([NH2:25])=[N:12][CH:13]=[C:14](B2OC(C)(C)C(C)(C)O2)[CH:15]=1.Br[C:27]1[C:28]([CH3:45])=[N:29][N:30]([CH:32]2[CH2:37][CH2:36][N:35]([C:38]([O:40][C:41]([CH3:44])([CH3:43])[CH3:42])=[O:39])[CH2:34][CH2:33]2)[CH:31]=1.C1(P(C2CCCCC2)C2CCCCC2)CCCCC1.P([O-])([O-])([O-])=O.[K+].[K+].[K+], predict the reaction product. (3) Given the reactants Cl[CH2:2][C:3](=[O:13])[CH2:4][C:5]1[CH:10]=[CH:9][C:8]([Cl:11])=[C:7]([Cl:12])[CH:6]=1.[C:14]([OH:17])(=[O:16])[CH3:15].C(N(CC)CC)C, predict the reaction product. The product is: [C:14]([O:17][CH2:2][C:3](=[O:13])[CH2:4][C:5]1[CH:10]=[CH:9][C:8]([Cl:11])=[C:7]([Cl:12])[CH:6]=1)(=[O:16])[CH3:15]. (4) The product is: [CH2:1]([NH:8][C:9]1[CH:17]=[C:16]([N:18]2[CH2:23][CH2:22][N:21]([C:24](=[O:31])[C:25]3[CH:30]=[CH:29][CH:28]=[CH:27][CH:26]=3)[CH2:20][CH2:19]2)[CH:15]=[CH:14][C:33]=1[C:32]([NH2:50])=[O:34])[C:2]1[CH:7]=[CH:6][CH:5]=[CH:4][CH:3]=1. Given the reactants [CH2:1]([NH:8][C:9]1[CH:17]=[C:16]([N:18]2[CH2:23][CH2:22][N:21]([C:24](=[O:31])[C:25]3[CH:30]=[CH:29][CH:28]=[CH:27][CH:26]=3)[CH2:20][CH2:19]2)[CH:15]=[CH:14]C=1C(O)=O)[C:2]1[CH:7]=[CH:6][CH:5]=[CH:4][CH:3]=1.[CH2:32]([OH:34])[CH3:33].N.C1(P([N:50]=[N+]=[N-])(C2C=CC=CC=2)=O)C=CC=CC=1, predict the reaction product.